This data is from Peptide-MHC class I binding affinity with 185,985 pairs from IEDB/IMGT. The task is: Regression. Given a peptide amino acid sequence and an MHC pseudo amino acid sequence, predict their binding affinity value. This is MHC class I binding data. (1) The peptide sequence is FSGKSTELIR. The MHC is HLA-A31:01 with pseudo-sequence HLA-A31:01. The binding affinity (normalized) is 0.301. (2) The peptide sequence is QQYHRFGLY. The MHC is HLA-B27:05 with pseudo-sequence HLA-B27:05. The binding affinity (normalized) is 0.307. (3) The peptide sequence is ASNENMETM. The MHC is H-2-Kb with pseudo-sequence H-2-Kb. The binding affinity (normalized) is 0.136. (4) The peptide sequence is NLIDWFNQT. The MHC is HLA-A02:06 with pseudo-sequence HLA-A02:06. The binding affinity (normalized) is 1.00. (5) The peptide sequence is FWNCNVDRY. The MHC is HLA-A29:02 with pseudo-sequence HLA-A29:02. The binding affinity (normalized) is 0. (6) The binding affinity (normalized) is 0.145. The MHC is HLA-A31:01 with pseudo-sequence HLA-A31:01. The peptide sequence is FLGKIWPSHK. (7) The peptide sequence is SWWTSLNFL. The MHC is Patr-A0901 with pseudo-sequence Patr-A0901. The binding affinity (normalized) is 1.00. (8) The peptide sequence is KLDNHDILTY. The binding affinity (normalized) is 0.103. The MHC is HLA-A68:01 with pseudo-sequence HLA-A68:01.